From a dataset of NCI-60 drug combinations with 297,098 pairs across 59 cell lines. Regression. Given two drug SMILES strings and cell line genomic features, predict the synergy score measuring deviation from expected non-interaction effect. (1) Drug 1: C1CC(=O)NC(=O)C1N2CC3=C(C2=O)C=CC=C3N. Drug 2: COC1=NC(=NC2=C1N=CN2C3C(C(C(O3)CO)O)O)N. Cell line: SK-MEL-28. Synergy scores: CSS=3.10, Synergy_ZIP=-1.37, Synergy_Bliss=-2.76, Synergy_Loewe=-7.75, Synergy_HSA=-4.26. (2) Drug 1: C1=NC2=C(N=C(N=C2N1C3C(C(C(O3)CO)O)O)F)N. Drug 2: CC1=C(C=C(C=C1)C(=O)NC2=CC(=CC(=C2)C(F)(F)F)N3C=C(N=C3)C)NC4=NC=CC(=N4)C5=CN=CC=C5. Cell line: NCI-H522. Synergy scores: CSS=-0.210, Synergy_ZIP=-4.47, Synergy_Bliss=-3.60, Synergy_Loewe=-10.7, Synergy_HSA=-6.62. (3) Synergy scores: CSS=64.8, Synergy_ZIP=0.900, Synergy_Bliss=0.337, Synergy_Loewe=-23.1, Synergy_HSA=0.926. Drug 2: CC1C(C(CC(O1)OC2CC(CC3=C2C(=C4C(=C3O)C(=O)C5=C(C4=O)C(=CC=C5)OC)O)(C(=O)CO)O)N)O.Cl. Drug 1: CNC(=O)C1=NC=CC(=C1)OC2=CC=C(C=C2)NC(=O)NC3=CC(=C(C=C3)Cl)C(F)(F)F. Cell line: RPMI-8226. (4) Drug 1: C1CN1P(=S)(N2CC2)N3CC3. Drug 2: CCN(CC)CCNC(=O)C1=C(NC(=C1C)C=C2C3=C(C=CC(=C3)F)NC2=O)C. Cell line: HOP-92. Synergy scores: CSS=10.4, Synergy_ZIP=2.11, Synergy_Bliss=-2.15, Synergy_Loewe=-0.184, Synergy_HSA=0.396.